The task is: Predict the reaction yield, written as a fraction of the theoretical maximum amount of product (1.0 means a 100% yield; for example, 0.34 means a 34% yield).. This data is from Reaction yield outcomes from USPTO patents with 853,638 reactions. (1) The reactants are [F:1][C:2]([F:29])([F:28])[C:3]1[CH:4]=[C:5]([CH:9]([O:11][C:12](=[O:27])[NH:13][C:14]2[N:15]([CH3:26])[N:16]=[N:17][C:18]=2[C:19]2[CH:24]=[CH:23][C:22](Br)=[CH:21][CH:20]=2)[CH3:10])[CH:6]=[CH:7][CH:8]=1.CC1(C)C(C)(C)OB([C:38]2[CH:43]=[CH:42][C:41]([C:44]3([C:47]([O:49][CH3:50])=[O:48])[CH2:46][CH2:45]3)=[CH:40][CH:39]=2)O1.CC(C1C=C(C(C)C)C(C2C=CC=CC=2P(C2CCCCC2)C2CCCCC2)=C(C(C)C)C=1)C.[O-]P([O-])([O-])=O.[K+].[K+].[K+]. The catalyst is C1(C)C=CC=CC=1.C([O-])(=O)C.[Pd+2].C([O-])(=O)C.O. The product is [CH3:50][O:49][C:47]([C:44]1([C:41]2[CH:42]=[CH:43][C:38]([C:22]3[CH:23]=[CH:24][C:19]([C:18]4[N:17]=[N:16][N:15]([CH3:26])[C:14]=4[NH:13][C:12]([O:11][CH:9]([C:5]4[CH:6]=[CH:7][CH:8]=[C:3]([C:2]([F:29])([F:28])[F:1])[CH:4]=4)[CH3:10])=[O:27])=[CH:20][CH:21]=3)=[CH:39][CH:40]=2)[CH2:46][CH2:45]1)=[O:48]. The yield is 0.533. (2) The reactants are C([O:4][CH2:5][C:6]1[C:14]([CH2:15][C@@H:16]([CH2:22][C:23]([O:25][CH2:26]C)=[O:24])[C:17]([O:19][CH2:20]C)=[O:18])=[CH:13][C:12]([Br:28])=[C:11]2[C:7]=1[C:8]([Cl:29])=[N:9][NH:10]2)(=O)C.CO.C[O-].[Mg+2].C[O-]. No catalyst specified. The product is [Br:28][C:12]1[CH:13]=[C:14]([CH2:15][C@@H:16]([CH2:22][C:23]([O:25][CH3:26])=[O:24])[C:17]([O:19][CH3:20])=[O:18])[C:6]([CH2:5][OH:4])=[C:7]2[C:11]=1[NH:10][N:9]=[C:8]2[Cl:29]. The yield is 0.960. (3) The reactants are Br[C:2]1[CH:3]=[C:4]([C:8]2[O:12][C:11]([CH2:13][N:14]3[C:22]4[C:17](=[C:18]([Cl:25])[C:19]([C:23]#[N:24])=[CH:20][CH:21]=4)[CH:16]=[C:15]3[CH:26]([F:28])[F:27])=[N:10][N:9]=2)[CH:5]=[N:6][CH:7]=1.[CH3:29][N:30](C=O)C. The catalyst is [C-]#N.[C-]#N.[Zn+2].C1C=CC([P]([Pd]([P](C2C=CC=CC=2)(C2C=CC=CC=2)C2C=CC=CC=2)([P](C2C=CC=CC=2)(C2C=CC=CC=2)C2C=CC=CC=2)[P](C2C=CC=CC=2)(C2C=CC=CC=2)C2C=CC=CC=2)(C2C=CC=CC=2)C2C=CC=CC=2)=CC=1. The product is [Cl:25][C:18]1[C:19]([C:23]#[N:24])=[CH:20][CH:21]=[C:22]2[C:17]=1[CH:16]=[C:15]([CH:26]([F:28])[F:27])[N:14]2[CH2:13][C:11]1[O:12][C:8]([C:4]2[CH:5]=[N:6][CH:7]=[C:2]([C:29]#[N:30])[CH:3]=2)=[N:9][N:10]=1. The yield is 0.610. (4) The reactants are [C:1]([Br:5])(Br)(Br)[Br:2].C1(P(C2C=CC=CC=2)C2C=CC=CC=2)C=CC=CC=1.[Si:25]([O:32][C@H:33]([CH2:38][C@H:39]([O:41][Si:42]([C:45]([CH3:48])([CH3:47])[CH3:46])([CH3:44])[CH3:43])[CH3:40])[C@H:34]([CH3:37])[CH:35]=O)([C:28]([CH3:31])([CH3:30])[CH3:29])([CH3:27])[CH3:26].C([O-])(O)=O.[Na+]. The catalyst is ClCCl.C(N(CC)CC)C. The product is [Si:42]([O:41][C@@H:39]([CH2:38][C@@H:33]([O:32][Si:25]([C:28]([CH3:29])([CH3:30])[CH3:31])([CH3:26])[CH3:27])[C@H:34]([CH3:37])[CH:35]=[C:1]([Br:5])[Br:2])[CH3:40])([C:45]([CH3:48])([CH3:47])[CH3:46])([CH3:44])[CH3:43]. The yield is 0.760. (5) The reactants are [CH2:1]([CH:8]1[CH2:13][CH2:12][NH:11][CH2:10][CH2:9]1)[C:2]1[CH:7]=[CH:6][CH:5]=[CH:4][CH:3]=1.[C:14]([O:19][CH2:20][CH3:21])(=[O:18])/[CH:15]=[CH:16]/[CH3:17]. The catalyst is C(O)(C)C. The product is [CH2:1]([CH:8]1[CH2:13][CH2:12][N:11]([CH:16]([CH3:17])[CH2:15][C:14]([O:19][CH2:20][CH3:21])=[O:18])[CH2:10][CH2:9]1)[C:2]1[CH:7]=[CH:6][CH:5]=[CH:4][CH:3]=1. The yield is 0.740. (6) The reactants are [C:1]1([NH:7]/[N:8]=[CH:9]/[C:10]([O:12][CH2:13][CH3:14])=[O:11])[CH:6]=[CH:5][CH:4]=[CH:3][CH:2]=1.CC(C)([O-])C.[K+].[N+]([C:24]([CH2:51][CH2:52][CH2:53][CH3:54])=[CH:25][C:26]1[CH:38]=[CH:37][C:29]([C:30]([O:32][C:33]([CH3:36])([CH3:35])[CH3:34])=[O:31])=[CH:28][C:27]=1[C:39]([N:41]1[CH2:50][CH2:49][C:48]2[C:43](=[CH:44][CH:45]=[CH:46][CH:47]=2)[CH2:42]1)=[O:40])([O-])=O.C(O)(C(F)(F)F)=O. The catalyst is C1COCC1. The product is [C:33]([O:32][C:30]([C:29]1[CH:37]=[CH:38][C:26]([C:25]2[C:9]([C:10]([O:12][CH2:13][CH3:14])=[O:11])=[N:8][N:7]([C:1]3[CH:2]=[CH:3][CH:4]=[CH:5][CH:6]=3)[C:24]=2[CH2:51][CH2:52][CH2:53][CH3:54])=[C:27]([C:39]([N:41]2[CH2:50][CH2:49][C:48]3[C:43](=[CH:44][CH:45]=[CH:46][CH:47]=3)[CH2:42]2)=[O:40])[CH:28]=1)=[O:31])([CH3:34])([CH3:35])[CH3:36]. The yield is 0.340. (7) The reactants are [CH2:1]([C@H:8]1[CH2:12][O:11][C:10](=[O:13])[NH:9]1)[C:2]1[CH:7]=[CH:6][CH:5]=[CH:4][CH:3]=1.C([Li])CCC.[C:19](Cl)(=[O:24])[CH2:20][CH2:21][CH2:22][CH3:23]. The catalyst is C1COCC1.[NH4+].[Cl-].C(OCC)(=O)C. The product is [CH2:1]([C@H:8]1[CH2:12][O:11][C:10](=[O:13])[N:9]1[C:19](=[O:24])[CH2:20][CH2:21][CH2:22][CH3:23])[C:2]1[CH:3]=[CH:4][CH:5]=[CH:6][CH:7]=1. The yield is 0.990. (8) The reactants are [Cl:1][C:2]1[CH:3]=[C:4]([C:14]([OH:16])=O)[C:5]2[CH:6]=[N:7][N:8]([CH:11]([CH3:13])[CH3:12])[C:9]=2[CH:10]=1.[NH2:17][CH2:18][C:19]1[C:20](=[O:29])[NH:21][C:22]([CH3:28])=[CH:23][C:24]=1[CH2:25][CH2:26][CH3:27].ON1C2N=CC=CC=2N=N1.CN1CCOCC1. The catalyst is C(Cl)CCl.CS(C)=O. The product is [Cl:1][C:2]1[CH:3]=[C:4]([C:14]([NH:17][CH2:18][C:19]2[C:20](=[O:29])[NH:21][C:22]([CH3:28])=[CH:23][C:24]=2[CH2:25][CH2:26][CH3:27])=[O:16])[C:5]2[CH:6]=[N:7][N:8]([CH:11]([CH3:12])[CH3:13])[C:9]=2[CH:10]=1. The yield is 0.930.